The task is: Predict the product of the given reaction.. This data is from Forward reaction prediction with 1.9M reactions from USPTO patents (1976-2016). (1) Given the reactants Br[C:2]1[CH:3]=[CH:4][C:5]([O:10][C:11]2[CH:16]=[CH:15][C:14]([Cl:17])=[C:13]([Cl:18])[CH:12]=2)=[C:6]([CH:9]=1)[CH:7]=[O:8].[CH3:19][N:20](C=O)C, predict the reaction product. The product is: [C:19]([C:2]1[CH:3]=[CH:4][C:5]([O:10][C:11]2[CH:16]=[CH:15][C:14]([Cl:17])=[C:13]([Cl:18])[CH:12]=2)=[C:6]([CH:9]=1)[CH:7]=[O:8])#[N:20]. (2) Given the reactants [Br:1][C:2]1[CH:11]=[C:10]2[C:5]([C:6]([CH3:16])([CH3:15])[CH2:7][CH:8]=[C:9]2[CH:12]([CH3:14])[CH3:13])=[CH:4][C:3]=1[OH:17].C(=O)([O-])[O-].[K+].[K+].I[CH2:25][CH3:26], predict the reaction product. The product is: [Br:1][C:2]1[CH:11]=[C:10]2[C:5]([C:6]([CH3:15])([CH3:16])[CH2:7][CH:8]=[C:9]2[CH:12]([CH3:13])[CH3:14])=[CH:4][C:3]=1[O:17][CH2:25][CH3:26]. (3) Given the reactants [I:1][C:2]1[N:10]=[CH:9][N:8]=[C:7]2[C:3]=1[N:4]=[CH:5][NH:6]2.[H-].[Na+].[CH3:13][Si:14]([CH2:17][CH2:18][O:19][CH2:20]Cl)([CH3:16])[CH3:15], predict the reaction product. The product is: [I:1][C:2]1[N:10]=[CH:9][N:8]=[C:7]2[C:3]=1[N:4]=[CH:5][N:6]2[CH2:20][O:19][CH2:18][CH2:17][Si:14]([CH3:16])([CH3:15])[CH3:13]. (4) The product is: [CH3:1][N:2]1[C:6]([C:7](=[N:14][O:15][CH2:16][C:17]2[N:22]=[C:21]([CH2:23][NH:24][C:25](=[O:31])[CH2:26][CH2:27][CH2:28][CH2:29][CH3:30])[CH:20]=[CH:19][CH:18]=2)[C:8]2[CH:9]=[CH:10][CH:11]=[CH:12][CH:13]=2)=[N:5][N:4]=[N:3]1. Given the reactants [CH3:1][N:2]1[C:6]([C:7](=[N:14][O:15][CH2:16][C:17]2[N:22]=[C:21]([CH2:23][NH2:24])[CH:20]=[CH:19][CH:18]=2)[C:8]2[CH:13]=[CH:12][CH:11]=[CH:10][CH:9]=2)=[N:5][N:4]=[N:3]1.[C:25](Cl)(=[O:31])[CH2:26][CH2:27][CH2:28][CH2:29][CH3:30], predict the reaction product. (5) Given the reactants [CH3:1][CH2:2][O:3][C:4]([C:6]1[N:7]([C:23]([O:25][C:26]([CH3:29])([CH3:28])[CH3:27])=[O:24])[C:8]2[C:13]([CH:14]=1)=[C:12]([O:15]CC1C=CC=CC=1)[CH:11]=[CH:10][CH:9]=2)=[O:5].C([O-])=O.[NH4+], predict the reaction product. The product is: [CH3:1][CH2:2][O:3][C:4]([C:6]1[N:7]([C:23]([O:25][C:26]([CH3:27])([CH3:29])[CH3:28])=[O:24])[C:8]2[C:13]([CH:14]=1)=[C:12]([OH:15])[CH:11]=[CH:10][CH:9]=2)=[O:5]. (6) Given the reactants O.[Na].[N+:3]([CH:6]([CH:9]=O)[CH:7]=O)([O-:5])=[O:4].[NH2:11][C:12]1[N:16]([S:17]([C:20]2[CH:26]=[CH:25][C:23]([CH3:24])=[CH:22][CH:21]=2)(=[O:19])=[O:18])[N:15]=[C:14]([OH:27])[CH:13]=1.FC1(F)C[C@H]1C1C2C(=NC=C(NC(=O)C3C(F)=CC=C(NS(CCC)(=O)=O)C=3F)C=2)NN=1, predict the reaction product. The product is: [N+:3]([C:6]1[CH:7]=[C:13]2[C:14]([OH:27])=[N:15][N:16]([S:17]([C:20]3[CH:26]=[CH:25][C:23]([CH3:24])=[CH:22][CH:21]=3)(=[O:19])=[O:18])[C:12]2=[N:11][CH:9]=1)([O-:5])=[O:4]. (7) The product is: [CH2:4]([CH:3]1[CH2:2][O:26][C:18](=[O:25])[O:1]1)[CH2:5][CH2:6][CH2:7][CH2:8][CH3:9]. Given the reactants [O:1]1[CH:3]([CH2:4][CH2:5][CH2:6][CH2:7][CH2:8][CH3:9])[CH2:2]1.C1C(=O)N(Br)C(=O)C1.[C:18]([O:26]OC(=O)C1C=CC=CC=1)(=[O:25])C1C=CC=CC=1.C1C2C(=CC=CC=2)C=CC=1, predict the reaction product.